This data is from NCI-60 drug combinations with 297,098 pairs across 59 cell lines. The task is: Regression. Given two drug SMILES strings and cell line genomic features, predict the synergy score measuring deviation from expected non-interaction effect. Drug 1: CC12CCC3C(C1CCC2=O)CC(=C)C4=CC(=O)C=CC34C. Drug 2: CNC(=O)C1=NC=CC(=C1)OC2=CC=C(C=C2)NC(=O)NC3=CC(=C(C=C3)Cl)C(F)(F)F. Cell line: HL-60(TB). Synergy scores: CSS=65.0, Synergy_ZIP=1.71, Synergy_Bliss=0.0318, Synergy_Loewe=-11.5, Synergy_HSA=-1.04.